This data is from Full USPTO retrosynthesis dataset with 1.9M reactions from patents (1976-2016). The task is: Predict the reactants needed to synthesize the given product. (1) Given the product [CH2:20]([O:19][C:17](=[O:18])[NH:1][C:4]1[CH:15]=[CH:14][C:7]2[NH:8][C:9](=[O:13])[NH:10][CH2:11][CH2:12][C:6]=2[CH:5]=1)[CH3:21], predict the reactants needed to synthesize it. The reactants are: [N+:1]([C:4]1[CH:15]=[CH:14][C:7]2[NH:8][C:9](=[O:13])[NH:10][CH2:11][CH2:12][C:6]=2[CH:5]=1)([O-])=O.Cl[C:17]([O:19][CH2:20][CH3:21])=[O:18].C(N(CC)CC)C. (2) Given the product [F:1][C:2]1[CH:3]=[C:4]([CH:9]=[CH:10][C:11]=1[C:12]1[C:16]2=[N:17][CH:18]=[CH:19][CH:20]=[C:15]2[NH:14][N:13]=1)[C:5]([OH:7])=[O:6], predict the reactants needed to synthesize it. The reactants are: [F:1][C:2]1[CH:3]=[C:4]([CH:9]=[CH:10][C:11]=1[C:12]1[C:16]2=[N:17][CH:18]=[CH:19][CH:20]=[C:15]2[NH:14][N:13]=1)[C:5]([O:7]C)=[O:6].O.[OH-].[Na+].Cl. (3) The reactants are: FC(F)(F)C1C=CC(C2C=CC=C(COC3C=CC(C4(CC(OCC)=O)COC4)=CC=3)C=2)=CC=1.[OH:35][C:36]1[CH:41]=[CH:40][C:39]([C:42]2([CH2:46][C:47]([O:49][CH2:50][CH3:51])=[O:48])[CH2:45][O:44][CH2:43]2)=[CH:38][CH:37]=1.[Br:52][CH2:53][C:54]1[CH:55]=[C:56]([C:60]2[C:65]([CH3:66])=[CH:64][C:63]([O:67][CH2:68][CH2:69][CH2:70][S:71]([CH3:74])(=[O:73])=[O:72])=[CH:62][C:61]=2[CH3:75])[CH:57]=[CH:58][CH:59]=1.[CH3:76][C:77]1[CH:82]=[C:81]([O:83][CH2:84][CH2:85][CH2:86][S:87]([CH3:90])(=[O:89])=[O:88])[CH:80]=[C:79]([CH3:91])[C:78]=1[C:92]1[CH:97]=[CH:96][CH:95]=[C:94]([CH2:98][OH:99])[CH:93]=1.C(Br)(Br)(Br)Br. Given the product [CH3:75][C:61]1[CH:62]=[C:63]([O:67][CH2:68][CH2:69][CH2:70][S:71]([CH3:74])(=[O:72])=[O:73])[CH:64]=[C:65]([CH3:66])[C:60]=1[C:56]1[CH:57]=[CH:58][CH:59]=[C:54]([CH2:53][O:35][C:36]2[CH:41]=[CH:40][C:39]([C:42]3([CH2:46][C:47]([O:49][CH2:50][CH3:51])=[O:48])[CH2:43][O:44][CH2:45]3)=[CH:38][CH:37]=2)[CH:55]=1.[Br:52][CH2:53][C:54]1[CH:55]=[C:56]([C:60]2[C:61]([CH3:75])=[CH:62][C:63]([O:67][CH2:68][CH2:69][CH2:70][S:71]([CH3:74])(=[O:72])=[O:73])=[CH:64][C:65]=2[CH3:66])[CH:57]=[CH:58][CH:59]=1.[CH3:91][C:79]1[CH:80]=[C:81]([O:83][CH2:84][CH2:85][CH2:86][S:87]([CH3:90])(=[O:89])=[O:88])[CH:82]=[C:77]([CH3:76])[C:78]=1[C:92]1[CH:97]=[CH:96][CH:95]=[C:94]([CH2:98][OH:99])[CH:93]=1, predict the reactants needed to synthesize it. (4) Given the product [C:1]([O:5][C:6](=[O:26])[NH:7][CH2:8][CH:9]1[C:18]2[C:13](=[CH:14][C:15]([O:19][CH2:20][CH2:21][CH2:22][CH2:23][N:39]3[CH2:38][CH2:37][N:36]([C:30]4[CH:31]=[CH:32][CH:33]=[C:34]([Cl:35])[C:29]=4[Cl:28])[CH2:41][CH2:40]3)=[CH:16][CH:17]=2)[NH:12][C:11](=[O:25])[CH2:10]1)([CH3:4])([CH3:3])[CH3:2], predict the reactants needed to synthesize it. The reactants are: [C:1]([O:5][C:6](=[O:26])[NH:7][CH2:8][CH:9]1[C:18]2[C:13](=[CH:14][C:15]([O:19][CH2:20][CH2:21][CH2:22][CH2:23]Br)=[CH:16][CH:17]=2)[NH:12][C:11](=[O:25])[CH2:10]1)([CH3:4])([CH3:3])[CH3:2].Cl.[Cl:28][C:29]1[C:34]([Cl:35])=[CH:33][CH:32]=[CH:31][C:30]=1[N:36]1[CH2:41][CH2:40][NH:39][CH2:38][CH2:37]1.C([O-])([O-])=O.[K+].[K+].